Predict which catalyst facilitates the given reaction. From a dataset of Catalyst prediction with 721,799 reactions and 888 catalyst types from USPTO. Reactant: [NH2:1][CH:2]1[CH2:7][CH2:6][N:5]([CH2:8][CH2:9][N:10]2[C:19]3[C:14](=[CH:15][CH:16]=[C:17]([O:20][CH3:21])[CH:18]=3)[N:13]=[CH:12][C:11]2=[O:22])[CH2:4][CH2:3]1.[O:23]1[C:32]2[C:27](=[N:28][CH:29]=[C:30]([CH:33]=O)[CH:31]=2)[O:26][CH2:25][CH2:24]1.C(O[BH-](OC(=O)C)OC(=O)C)(=O)C.[Na+].C(=O)([O-])O.[Na+]. Product: [O:23]1[C:32]2[C:27](=[N:28][CH:29]=[C:30]([CH2:33][NH:1][CH:2]3[CH2:3][CH2:4][N:5]([CH2:8][CH2:9][N:10]4[C:19]5[C:14](=[CH:15][CH:16]=[C:17]([O:20][CH3:21])[CH:18]=5)[N:13]=[CH:12][C:11]4=[O:22])[CH2:6][CH2:7]3)[CH:31]=2)[O:26][CH2:25][CH2:24]1. The catalyst class is: 671.